From a dataset of Forward reaction prediction with 1.9M reactions from USPTO patents (1976-2016). Predict the product of the given reaction. Given the reactants [CH:1]1([CH2:7][CH2:8][CH2:9][C@@H:10]([C:16]2[O:20][N:19]=[C:18]([CH2:21][O:22][CH2:23][C:24]([O:26]CC)=[O:25])[N:17]=2)[CH2:11][C:12]([NH:14][OH:15])=[O:13])[CH2:6][CH2:5][CH2:4][CH2:3][CH2:2]1.O.[OH-].[Li+], predict the reaction product. The product is: [CH:1]1([CH2:7][CH2:8][CH2:9][C@@H:10]([C:16]2[O:20][N:19]=[C:18]([CH2:21][O:22][CH2:23][C:24]([OH:26])=[O:25])[N:17]=2)[CH2:11][C:12]([NH:14][OH:15])=[O:13])[CH2:6][CH2:5][CH2:4][CH2:3][CH2:2]1.